From a dataset of NCI-60 drug combinations with 297,098 pairs across 59 cell lines. Regression. Given two drug SMILES strings and cell line genomic features, predict the synergy score measuring deviation from expected non-interaction effect. (1) Drug 1: CC12CCC(CC1=CCC3C2CCC4(C3CC=C4C5=CN=CC=C5)C)O. Drug 2: C1C(C(OC1N2C=NC(=NC2=O)N)CO)O. Cell line: HL-60(TB). Synergy scores: CSS=54.2, Synergy_ZIP=-4.18, Synergy_Bliss=-3.70, Synergy_Loewe=-36.5, Synergy_HSA=-7.44. (2) Drug 1: CC1=C(C=C(C=C1)NC(=O)C2=CC=C(C=C2)CN3CCN(CC3)C)NC4=NC=CC(=N4)C5=CN=CC=C5. Drug 2: CCC1=C2CN3C(=CC4=C(C3=O)COC(=O)C4(CC)O)C2=NC5=C1C=C(C=C5)O. Cell line: OVCAR3. Synergy scores: CSS=15.7, Synergy_ZIP=1.61, Synergy_Bliss=11.0, Synergy_Loewe=-9.80, Synergy_HSA=4.12. (3) Drug 1: CN1CCC(CC1)COC2=C(C=C3C(=C2)N=CN=C3NC4=C(C=C(C=C4)Br)F)OC. Drug 2: C#CCC(CC1=CN=C2C(=N1)C(=NC(=N2)N)N)C3=CC=C(C=C3)C(=O)NC(CCC(=O)O)C(=O)O. Cell line: SF-295. Synergy scores: CSS=1.13, Synergy_ZIP=-1.47, Synergy_Bliss=-1.26, Synergy_Loewe=-1.85, Synergy_HSA=-0.505. (4) Drug 1: CN(C(=O)NC(C=O)C(C(C(CO)O)O)O)N=O. Drug 2: C1CCC(C(C1)N)N.C(=O)(C(=O)[O-])[O-].[Pt+4]. Cell line: SF-268. Synergy scores: CSS=0.679, Synergy_ZIP=-4.02, Synergy_Bliss=-8.97, Synergy_Loewe=-11.6, Synergy_HSA=-7.29. (5) Synergy scores: CSS=62.2, Synergy_ZIP=-0.454, Synergy_Bliss=1.63, Synergy_Loewe=-9.20, Synergy_HSA=1.73. Cell line: HCC-2998. Drug 1: CCC1=CC2CC(C3=C(CN(C2)C1)C4=CC=CC=C4N3)(C5=C(C=C6C(=C5)C78CCN9C7C(C=CC9)(C(C(C8N6C)(C(=O)OC)O)OC(=O)C)CC)OC)C(=O)OC.C(C(C(=O)O)O)(C(=O)O)O. Drug 2: CC(C1=C(C=CC(=C1Cl)F)Cl)OC2=C(N=CC(=C2)C3=CN(N=C3)C4CCNCC4)N.